From a dataset of Full USPTO retrosynthesis dataset with 1.9M reactions from patents (1976-2016). Predict the reactants needed to synthesize the given product. The reactants are: [Cl:1][C:2]1[CH:9]=[CH:8][C:5]([CH2:6][NH2:7])=[CH:4][CH:3]=1.ClC(Cl)(O[C:14](=[O:20])[O:15][C:16](Cl)(Cl)Cl)Cl.[N-:22]=[C:23]=[O:24]. Given the product [Cl:1][C:2]1[CH:9]=[CH:8][C:5]([CH2:6][NH:7][C:23]([NH:22][C:5]2[C:6]3[NH:7][C:14](=[O:20])[O:15][C:16]=3[CH:2]=[CH:3][CH:4]=2)=[O:24])=[CH:4][CH:3]=1, predict the reactants needed to synthesize it.